Task: Regression. Given two drug SMILES strings and cell line genomic features, predict the synergy score measuring deviation from expected non-interaction effect.. Dataset: NCI-60 drug combinations with 297,098 pairs across 59 cell lines (1) Synergy scores: CSS=38.0, Synergy_ZIP=-1.24, Synergy_Bliss=-3.08, Synergy_Loewe=-5.82, Synergy_HSA=-2.43. Drug 1: COC1=C(C=C2C(=C1)N=CN=C2NC3=CC(=C(C=C3)F)Cl)OCCCN4CCOCC4. Cell line: NCI-H322M. Drug 2: CC(C)(C#N)C1=CC(=CC(=C1)CN2C=NC=N2)C(C)(C)C#N. (2) Drug 1: CN(C)C1=NC(=NC(=N1)N(C)C)N(C)C. Drug 2: CC1C(C(CC(O1)OC2CC(OC(C2O)C)OC3=CC4=CC5=C(C(=O)C(C(C5)C(C(=O)C(C(C)O)O)OC)OC6CC(C(C(O6)C)O)OC7CC(C(C(O7)C)O)OC8CC(C(C(O8)C)O)(C)O)C(=C4C(=C3C)O)O)O)O. Cell line: UO-31. Synergy scores: CSS=-0.722, Synergy_ZIP=0.781, Synergy_Bliss=0.142, Synergy_Loewe=-1.54, Synergy_HSA=-1.47. (3) Cell line: SW-620. Synergy scores: CSS=36.5, Synergy_ZIP=-4.14, Synergy_Bliss=-3.73, Synergy_Loewe=-14.2, Synergy_HSA=-0.263. Drug 2: C1=CC=C(C=C1)NC(=O)CCCCCCC(=O)NO. Drug 1: CCC1=C2CN3C(=CC4=C(C3=O)COC(=O)C4(CC)O)C2=NC5=C1C=C(C=C5)O.